This data is from Catalyst prediction with 721,799 reactions and 888 catalyst types from USPTO. The task is: Predict which catalyst facilitates the given reaction. Reactant: [F:1][C:2]1[CH:7]=[C:6]([F:8])[CH:5]=[CH:4][C:3]=1[NH2:9].Br[C:11]1[CH:16]=[CH:15][C:14]([C:17]([C:19]2[CH:24]=[C:23]([O:25][CH2:26][C:27]3[CH:32]=[CH:31][C:30]([O:33][CH3:34])=[CH:29][CH:28]=3)[CH:22]=[CH:21][C:20]=2[CH3:35])=[O:18])=[C:13]([N+:36]([O-:38])=[O:37])[CH:12]=1.C1C=CC(P(C2C=CC3C(=CC=CC=3)C=2C2C3C(=CC=CC=3)C=CC=2P(C2C=CC=CC=2)C2C=CC=CC=2)C2C=CC=CC=2)=CC=1.C([O-])([O-])=O.[Cs+].[Cs+]. Product: [F:1][C:2]1[CH:7]=[C:6]([F:8])[CH:5]=[CH:4][C:3]=1[NH:9][C:11]1[CH:16]=[CH:15][C:14]([C:17]([C:19]2[CH:24]=[C:23]([O:25][CH2:26][C:27]3[CH:32]=[CH:31][C:30]([O:33][CH3:34])=[CH:29][CH:28]=3)[CH:22]=[CH:21][C:20]=2[CH3:35])=[O:18])=[C:13]([N+:36]([O-:38])=[O:37])[CH:12]=1. The catalyst class is: 62.